From a dataset of Cav3 T-type calcium channel HTS with 100,875 compounds. Binary Classification. Given a drug SMILES string, predict its activity (active/inactive) in a high-throughput screening assay against a specified biological target. The compound is O1c2c(OCC1)ccc(NC(=O)c1c3nc4c(nc3ccc1)cccc4)c2. The result is 0 (inactive).